Dataset: Forward reaction prediction with 1.9M reactions from USPTO patents (1976-2016). Task: Predict the product of the given reaction. (1) Given the reactants [CH2:1]([O:3][CH2:4][CH2:5][N:6]1[CH2:11][CH2:10][NH:9][CH2:8][CH2:7]1)[CH3:2].[N+:12]([C:15]1[CH:20]=[CH:19][C:18](F)=[CH:17][CH:16]=1)([O-:14])=[O:13].[CH3:22]S(C)=O, predict the reaction product. The product is: [CH2:1]([O:3][CH2:4][CH2:5][N:6]1[CH2:7][CH2:8][N:9]([C:18]2[CH:19]=[CH:20][C:15]([N+:12]([O-:14])=[O:13])=[CH:16][C:17]=2[CH3:22])[CH2:10][CH2:11]1)[CH3:2]. (2) Given the reactants [Si:1]([O:8][C@H:9]([CH2:16][CH:17]=[CH2:18])[CH2:10][C:11]([O:13]CC)=[O:12])([C:4]([CH3:7])([CH3:6])[CH3:5])([CH3:3])[CH3:2].[OH-].[K+], predict the reaction product. The product is: [Si:1]([O:8][C@H:9]([CH2:16][CH:17]=[CH2:18])[CH2:10][C:11]([OH:13])=[O:12])([C:4]([CH3:7])([CH3:6])[CH3:5])([CH3:2])[CH3:3]. (3) Given the reactants Br[C:2]1[CH:3]=[C:4]2[C:8](=[CH:9][CH:10]=1)[NH:7][N:6]=[C:5]2/[CH:11]=[CH:12]/[C:13]1[CH:14]=[N:15][CH:16]=[CH:17][CH:18]=1.[H-].[Na+].C([Li])CCC.CN(C)[CH:28]=[O:29].C(=O)(O)[O-].[Na+], predict the reaction product. The product is: [CH:28]([C:2]1[CH:3]=[C:4]2[C:8](=[CH:9][CH:10]=1)[NH:7][N:6]=[C:5]2/[CH:11]=[CH:12]/[C:13]1[CH:14]=[N:15][CH:16]=[CH:17][CH:18]=1)=[O:29]. (4) Given the reactants Br[C:2]1[C:11]2[CH2:10][O:9][C:8]([NH:12][C@H:13]3[C:21]4[C:16](=[CH:17][CH:18]=[CH:19][CH:20]=4)[CH2:15][CH2:14]3)=[N:7][C:6]=2[CH:5]=[CH:4][CH:3]=1.[CH:22]1(B(O)O)[CH2:24][CH2:23]1.C1(P(C2CCCCC2)C2CCCCC2)CCCCC1.P([O-])([O-])([O-])=O.[K+].[K+].[K+], predict the reaction product. The product is: [CH:22]1([C:2]2[C:11]3[CH2:10][O:9][C:8]([NH:12][C@H:13]4[C:21]5[C:16](=[CH:17][CH:18]=[CH:19][CH:20]=5)[CH2:15][CH2:14]4)=[N:7][C:6]=3[CH:5]=[CH:4][CH:3]=2)[CH2:24][CH2:23]1. (5) The product is: [Br:18][CH2:19][C:20]1[CH:25]=[C:24]([C:26]([F:27])([F:28])[F:29])[CH:23]=[CH:22][C:21]=1[C:30]1[CH:35]=[C:34]([CH:36]([CH3:38])[CH3:37])[C:33]([F:39])=[C:32]([O:40][CH:6]2[CH2:5][CH2:4][CH2:3][CH2:2][O:1]2)[C:31]=1[O:41][CH3:42]. Given the reactants [O:1]1[CH:6]=[CH:5][CH2:4][CH2:3][CH2:2]1.C1(C)C=CC(S(O)(=O)=O)=CC=1.[Br:18][CH2:19][C:20]1[CH:25]=[C:24]([C:26]([F:29])([F:28])[F:27])[CH:23]=[CH:22][C:21]=1[C:30]1[CH:35]=[C:34]([CH:36]([CH3:38])[CH3:37])[C:33]([F:39])=[C:32]([OH:40])[C:31]=1[O:41][CH3:42], predict the reaction product.